From a dataset of Reaction yield outcomes from USPTO patents with 853,638 reactions. Predict the reaction yield, written as a fraction of the theoretical maximum amount of product (1.0 means a 100% yield; for example, 0.34 means a 34% yield). (1) The reactants are [CH3:1][C:2]([CH3:6])([CH3:5])[CH:3]=O.[CH3:7][O:8][C:9]1[CH:14]=[CH:13][C:12](N)=[CH:11][CH:10]=1.[O-]S([O-])(=O)=O.[Na+].[Na+].[CH2:23]([N:25](CC)CC)C.[CH2:30]([O:37][CH2:38][C:39](Cl)=[O:40])[C:31]1[CH:36]=[CH:35][CH:34]=[CH:33][CH:32]=1. The catalyst is ClCCl. The product is [C:2]([C@H:3]1[N:25]([CH2:23][C:12]2[CH:13]=[CH:14][C:9]([O:8][CH3:7])=[CH:10][CH:11]=2)[C:39](=[O:40])[C@H:38]1[O:37][CH2:30][C:31]1[CH:36]=[CH:35][CH:34]=[CH:33][CH:32]=1)([CH3:6])([CH3:5])[CH3:1]. The yield is 0.920. (2) The reactants are [CH:1]([C:4]1[N:5]=[C:6]([C:9]2[CH:18]=[C:17]([O:19][CH:20]3[CH2:38][CH:37]4[N:22]([C:23](=[O:52])[N:24]([CH2:43][C:44]5[CH:49]=[CH:48][C:47]([O:50][CH3:51])=[CH:46][CH:45]=5)[CH2:25][CH2:26][CH2:27][CH2:28][CH2:29][CH:30]=[CH:31][CH:32]5[C:34]([C:40]([OH:42])=O)([NH:35][C:36]4=[O:39])[CH2:33]5)[CH2:21]3)[C:16]3[C:11](=[C:12]([CH3:55])[C:13]([O:53][CH3:54])=[CH:14][CH:15]=3)[N:10]=2)[S:7][CH:8]=1)([CH3:3])[CH3:2].C(Cl)CCl.O1CCNC1=O.C1(C[S:70]([NH2:73])(=[O:72])=[O:71])CC1.[CH2:74]1[CH2:84][CH2:83]N2C(=NCCC2)C[CH2:75]1. The catalyst is ClCCl. The product is [CH:1]([C:4]1[N:5]=[C:6]([C:9]2[CH:18]=[C:17]([O:19][CH:20]3[CH2:38][CH:37]4[N:22]([C:23](=[O:52])[N:24]([CH2:43][C:44]5[CH:49]=[CH:48][C:47]([O:50][CH3:51])=[CH:46][CH:45]=5)[CH2:25][CH2:26][CH2:27][CH2:28][CH2:29][CH:30]=[CH:31][CH:32]5[C:34]([C:40]([NH:73][S:70]([C:74]6([CH3:75])[CH2:83][CH2:84]6)(=[O:72])=[O:71])=[O:42])([NH:35][C:36]4=[O:39])[CH2:33]5)[CH2:21]3)[C:16]3[C:11](=[C:12]([CH3:55])[C:13]([O:53][CH3:54])=[CH:14][CH:15]=3)[N:10]=2)[S:7][CH:8]=1)([CH3:2])[CH3:3]. The yield is 0.440. (3) The reactants are [Br:1][C:2]1[CH:3]=[N:4][CH:5]=[C:6]([O:8][CH2:9][CH:10]2[CH2:12][O:11]2)[CH:7]=1.[NH:13]1[C:17]2[CH:18]=[CH:19][CH:20]=[CH:21][C:16]=2[N:15]=[CH:14]1. The catalyst is CC(O)C.C(OCC)(=O)C. The product is [N:13]1([CH2:12][CH:10]([OH:11])[CH2:9][O:8][C:6]2[CH:5]=[N:4][CH:3]=[C:2]([Br:1])[CH:7]=2)[C:17]2[CH:18]=[CH:19][CH:20]=[CH:21][C:16]=2[N:15]=[CH:14]1. The yield is 0.500. (4) The reactants are [Cl:1][C:2]1[C:7]([O:8][CH:9]2[CH2:14][CH2:13][NH:12][CH2:11][CH2:10]2)=[CH:6][CH:5]=[CH:4][C:3]=1[C@H:15]([O:17][C:18]1[CH:22]=[C:21]([N:23]2[C:27]3[CH:28]=[CH:29][C:30]([C:32]4[CH:33]=[N:34][N:35]([CH3:37])[CH:36]=4)=[CH:31][C:26]=3[N:25]=[CH:24]2)[S:20][C:19]=1[C:38]([NH2:40])=[O:39])[CH3:16].[CH:41]([S:43]([CH3:46])(=[O:45])=[O:44])=[CH2:42]. No catalyst specified. The product is [Cl:1][C:2]1[C:7]([O:8][CH:9]2[CH2:14][CH2:13][N:12]([CH2:42][CH2:41][S:43]([CH3:46])(=[O:45])=[O:44])[CH2:11][CH2:10]2)=[CH:6][CH:5]=[CH:4][C:3]=1[C@H:15]([O:17][C:18]1[CH:22]=[C:21]([N:23]2[C:27]3[CH:28]=[CH:29][C:30]([C:32]4[CH:33]=[N:34][N:35]([CH3:37])[CH:36]=4)=[CH:31][C:26]=3[N:25]=[CH:24]2)[S:20][C:19]=1[C:38]([NH2:40])=[O:39])[CH3:16]. The yield is 0.430. (5) The reactants are [C:1]([CH:3]([CH:8]([CH3:18])[C:9]([C:11]1[CH:16]=[CH:15][CH:14]=[CH:13][C:12]=1[F:17])=O)[C:4]([O:6][CH3:7])=[O:5])#[N:2].C(OCC)(=O)C.[ClH:25].O. The catalyst is C(OCC)(=O)C. The product is [Cl:25][C:1]1[NH:2][C:9]([C:11]2[CH:16]=[CH:15][CH:14]=[CH:13][C:12]=2[F:17])=[C:8]([CH3:18])[C:3]=1[C:4]([O:6][CH3:7])=[O:5]. The yield is 0.580.